Dataset: NCI-60 drug combinations with 297,098 pairs across 59 cell lines. Task: Regression. Given two drug SMILES strings and cell line genomic features, predict the synergy score measuring deviation from expected non-interaction effect. (1) Drug 1: CCC1=C2CN3C(=CC4=C(C3=O)COC(=O)C4(CC)O)C2=NC5=C1C=C(C=C5)O. Drug 2: C(CN)CNCCSP(=O)(O)O. Cell line: SF-539. Synergy scores: CSS=59.7, Synergy_ZIP=-3.22, Synergy_Bliss=-2.88, Synergy_Loewe=-65.9, Synergy_HSA=-2.16. (2) Drug 1: C1CCN(CC1)CCOC2=CC=C(C=C2)C(=O)C3=C(SC4=C3C=CC(=C4)O)C5=CC=C(C=C5)O. Drug 2: CN1C2=C(C=C(C=C2)N(CCCl)CCCl)N=C1CCCC(=O)O.Cl. Cell line: SF-268. Synergy scores: CSS=21.4, Synergy_ZIP=6.13, Synergy_Bliss=10.4, Synergy_Loewe=1.98, Synergy_HSA=3.32. (3) Drug 1: C1CCC(C1)C(CC#N)N2C=C(C=N2)C3=C4C=CNC4=NC=N3. Drug 2: CC1C(C(=O)NC(C(=O)N2CCCC2C(=O)N(CC(=O)N(C(C(=O)O1)C(C)C)C)C)C(C)C)NC(=O)C3=C4C(=C(C=C3)C)OC5=C(C(=O)C(=C(C5=N4)C(=O)NC6C(OC(=O)C(N(C(=O)CN(C(=O)C7CCCN7C(=O)C(NC6=O)C(C)C)C)C)C(C)C)C)N)C. Cell line: IGROV1. Synergy scores: CSS=19.9, Synergy_ZIP=3.88, Synergy_Bliss=8.12, Synergy_Loewe=7.60, Synergy_HSA=7.50. (4) Drug 1: C(=O)(N)NO. Drug 2: CC12CCC3C(C1CCC2OP(=O)(O)O)CCC4=C3C=CC(=C4)OC(=O)N(CCCl)CCCl.[Na+]. Cell line: UACC-257. Synergy scores: CSS=22.7, Synergy_ZIP=-4.70, Synergy_Bliss=1.47, Synergy_Loewe=2.34, Synergy_HSA=1.41. (5) Drug 1: CC12CCC3C(C1CCC2O)C(CC4=C3C=CC(=C4)O)CCCCCCCCCS(=O)CCCC(C(F)(F)F)(F)F. Drug 2: CC1=C2C(C(=O)C3(C(CC4C(C3C(C(C2(C)C)(CC1OC(=O)C(C(C5=CC=CC=C5)NC(=O)OC(C)(C)C)O)O)OC(=O)C6=CC=CC=C6)(CO4)OC(=O)C)O)C)O. Cell line: BT-549. Synergy scores: CSS=7.60, Synergy_ZIP=-2.03, Synergy_Bliss=0.340, Synergy_Loewe=1.09, Synergy_HSA=1.83. (6) Drug 1: CC1CCCC2(C(O2)CC(NC(=O)CC(C(C(=O)C(C1O)C)(C)C)O)C(=CC3=CSC(=N3)C)C)C. Drug 2: CC1C(C(CC(O1)OC2CC(CC3=C2C(=C4C(=C3O)C(=O)C5=CC=CC=C5C4=O)O)(C(=O)C)O)N)O. Cell line: SK-MEL-5. Synergy scores: CSS=45.9, Synergy_ZIP=-4.83, Synergy_Bliss=-4.03, Synergy_Loewe=-3.00, Synergy_HSA=-2.88. (7) Drug 1: C1=CC(=CC=C1CCC2=CNC3=C2C(=O)NC(=N3)N)C(=O)NC(CCC(=O)O)C(=O)O. Drug 2: CN(C(=O)NC(C=O)C(C(C(CO)O)O)O)N=O. Cell line: A498. Synergy scores: CSS=14.3, Synergy_ZIP=4.09, Synergy_Bliss=-1.10, Synergy_Loewe=-16.2, Synergy_HSA=-1.25. (8) Drug 1: C1=CC(=CC=C1C#N)C(C2=CC=C(C=C2)C#N)N3C=NC=N3. Drug 2: CC1=C(C(=CC=C1)Cl)NC(=O)C2=CN=C(S2)NC3=CC(=NC(=N3)C)N4CCN(CC4)CCO. Cell line: SNB-75. Synergy scores: CSS=1.13, Synergy_ZIP=-0.706, Synergy_Bliss=4.51, Synergy_Loewe=-2.18, Synergy_HSA=0.330. (9) Drug 2: C(CN)CNCCSP(=O)(O)O. Synergy scores: CSS=-0.968, Synergy_ZIP=-0.704, Synergy_Bliss=-1.96, Synergy_Loewe=-6.95, Synergy_HSA=-2.57. Cell line: MCF7. Drug 1: CNC(=O)C1=CC=CC=C1SC2=CC3=C(C=C2)C(=NN3)C=CC4=CC=CC=N4.